Dataset: Reaction yield outcomes from USPTO patents with 853,638 reactions. Task: Predict the reaction yield, written as a fraction of the theoretical maximum amount of product (1.0 means a 100% yield; for example, 0.34 means a 34% yield). (1) The reactants are [Br:1][C:2]1[CH:3]=[C:4]([OH:9])[CH:5]=[C:6]([I:8])[CH:7]=1.C(=O)([O-])[O-].[K+].[K+].[CH3:16][O:17][C:18]1[CH:25]=[CH:24][C:21]([CH2:22]Cl)=[CH:20][CH:19]=1. The catalyst is CN(C=O)C.C(OC)(C)(C)C.O.COC1C=CC(CCl)=CC=1. The product is [Br:1][C:2]1[CH:3]=[C:4]([O:9][CH2:22][C:21]2[CH:24]=[CH:25][C:18]([O:17][CH3:16])=[CH:19][CH:20]=2)[CH:5]=[C:6]([I:8])[CH:7]=1. The yield is 0.590. (2) The reactants are Br[C:2]1[CH:7]=[C:6]([F:8])[C:5]([F:9])=[CH:4][C:3]=1[C:10]1[N:14]([C:15]([CH3:18])([CH3:17])[CH3:16])[N:13]=[CH:12][C:11]=1[C@@H:19]([CH:34]1[CH2:36][CH2:35]1)[NH:20][S:21]([C:24]1[CH:29]=[CH:28][C:27]([C:30]([F:33])([F:32])[F:31])=[CH:26][CH:25]=1)(=[O:23])=[O:22].P([O-])([O-])([O-])=O.[K+].[K+].[K+].CNCCNC. The catalyst is CC1C=CC=CC=1C.[Cu]I. The product is [C:15]([N:14]1[C:10]2[C:3]3[CH:4]=[C:5]([F:9])[C:6]([F:8])=[CH:7][C:2]=3[N:20]([S:21]([C:24]3[CH:25]=[CH:26][C:27]([C:30]([F:31])([F:33])[F:32])=[CH:28][CH:29]=3)(=[O:22])=[O:23])[C@H:19]([CH:34]3[CH2:36][CH2:35]3)[C:11]=2[CH:12]=[N:13]1)([CH3:16])([CH3:18])[CH3:17]. The yield is 0.780. (3) The reactants are [CH3:1][O:2][C:3](=[O:19])[C:4]1[CH:9]=[CH:8][CH:7]=[CH:6][C:5]=1[NH:10][CH2:11][C:12]1[CH:17]=[CH:16][N:15]=[C:14](Br)[CH:13]=1.P([O-])([O-])([O-])=O.[K+].[K+].[K+].[NH:28]1[CH2:32][CH2:31][CH2:30][C:29]1=[O:33].O. The catalyst is O1CCOCC1.[Cu]I. The product is [CH3:1][O:2][C:3](=[O:19])[C:4]1[CH:9]=[CH:8][CH:7]=[CH:6][C:5]=1[NH:10][CH2:11][C:12]1[CH:17]=[CH:16][N:15]=[C:14]([N:28]2[CH2:32][CH2:31][CH2:30][C:29]2=[O:33])[CH:13]=1. The yield is 0.770.